This data is from Full USPTO retrosynthesis dataset with 1.9M reactions from patents (1976-2016). The task is: Predict the reactants needed to synthesize the given product. (1) The reactants are: [CH:1]([NH:4][CH2:5][CH2:6][OH:7])([CH3:3])[CH3:2].[H-].[Na+].F[C:11]1[CH:16]=[CH:15][C:14]([N+:17]([O-:19])=[O:18])=[CH:13][CH:12]=1.Cl. Given the product [CH:1]([NH:4][CH2:5][CH2:6][O:7][C:11]1[CH:16]=[CH:15][C:14]([N+:17]([O-:19])=[O:18])=[CH:13][CH:12]=1)([CH3:3])[CH3:2], predict the reactants needed to synthesize it. (2) Given the product [OH:31][CH2:30][CH2:29][N:28]([CH3:27])[C:22]([C:7]1[CH:8]=[C:9]([NH:10][CH:11]2[C:20]3[C:15](=[CH:16][CH:17]=[CH:18][C:19]=3[CH3:21])[O:14][CH2:13][CH2:12]2)[C:4]2[N:5]([C:25]([CH3:26])=[C:2]([CH3:1])[N:3]=2)[CH:6]=1)=[O:24], predict the reactants needed to synthesize it. The reactants are: [CH3:1][C:2]1[N:3]=[C:4]2[C:9]([NH:10][CH:11]3[C:20]4[C:15](=[CH:16][CH:17]=[CH:18][C:19]=4[CH3:21])[O:14][CH2:13][CH2:12]3)=[CH:8][C:7]([C:22]([OH:24])=O)=[CH:6][N:5]2[C:25]=1[CH3:26].[CH3:27][NH:28][CH2:29][CH2:30][OH:31].Cl.CN(C)CCCN=C=NCC.O.ON1C2C=CC=CC=2N=N1. (3) Given the product [C:11]([Si:15]([CH3:24])([CH3:23])[O:16][CH:17]([CH:20]1[CH2:22][CH2:21]1)[CH2:18][O:9][C:5]1[C:4]([Cl:10])=[N:3][C:2]([Cl:1])=[N:7][C:6]=1[Cl:8])([CH3:14])([CH3:13])[CH3:12], predict the reactants needed to synthesize it. The reactants are: [Cl:1][C:2]1[N:7]=[C:6]([Cl:8])[C:5]([OH:9])=[C:4]([Cl:10])[N:3]=1.[C:11]([Si:15]([CH3:24])([CH3:23])[O:16][CH:17]([CH:20]1[CH2:22][CH2:21]1)[CH2:18]O)([CH3:14])([CH3:13])[CH3:12].C1(P(C2C=CC=CC=2)C2C=CC=CC=2)C=CC=CC=1.CC(OC(/N=N/C(OC(C)C)=O)=O)C. (4) Given the product [CH3:1][C:2]1[N:3]=[C:4]([C:7]2[C:8]3[CH2:15][CH2:14][CH2:13][C:9]=3[S:10][C:11]=2[NH:12][C:24]([C:16]2[CH2:20][CH2:19][CH2:18][C:17]=2[C:21]([OH:23])=[O:22])=[O:25])[S:5][CH:6]=1, predict the reactants needed to synthesize it. The reactants are: [CH3:1][C:2]1[N:3]=[C:4]([C:7]2[C:8]3[CH2:15][CH2:14][CH2:13][C:9]=3[S:10][C:11]=2[NH2:12])[S:5][CH:6]=1.[C:16]12[C:24](=[O:25])[O:23][C:21](=[O:22])[C:17]=1[CH2:18][CH2:19][CH2:20]2. (5) Given the product [NH2:1][C:2]1[C:3]2[C:10]([C:11]3[CH:16]=[CH:15][CH:14]=[C:13]([O:17][CH2:18][CH:19]4[CH2:23][CH2:22][C:21]([CH3:25])([CH3:24])[O:20]4)[CH:12]=3)=[CH:9][N:8]([C@@H:26]3[CH2:27][C@H:28]([CH2:30][N:32]4[CH2:35][CH:34]([C:36]([NH2:38])=[O:37])[CH2:33]4)[CH2:29]3)[C:4]=2[N:5]=[CH:6][N:7]=1, predict the reactants needed to synthesize it. The reactants are: [NH2:1][C:2]1[C:3]2[C:10]([C:11]3[CH:16]=[CH:15][CH:14]=[C:13]([O:17][CH2:18][CH:19]4[CH2:23][CH2:22][C:21]([CH3:25])([CH3:24])[O:20]4)[CH:12]=3)=[CH:9][N:8]([C@@H:26]3[CH2:29][C@H:28]([CH2:30]O)[CH2:27]3)[C:4]=2[N:5]=[CH:6][N:7]=1.[NH:32]1[CH2:35][CH:34]([C:36]([NH2:38])=[O:37])[CH2:33]1. (6) Given the product [CH3:34][O:33][C:28]1[CH:29]=[C:30]2[C:25](=[CH:26][C:27]=1[O:35][CH3:36])[O:24][CH:23]=[C:22]([CH2:21][CH2:20][CH2:19][CH2:18][N:15]1[CH2:16][CH2:17][N:12]([C:8]3[CH:7]=[C:6]([NH:5][C:1](=[O:3])[CH3:2])[CH:11]=[CH:10][CH:9]=3)[CH2:13][CH2:14]1)[C:31]2=[O:32], predict the reactants needed to synthesize it. The reactants are: [C:1](Cl)(=[O:3])[CH3:2].[NH2:5][C:6]1[CH:7]=[C:8]([N:12]2[CH2:17][CH2:16][N:15]([CH2:18][CH2:19][CH2:20][CH2:21][C:22]3[C:31](=[O:32])[C:30]4[C:25](=[CH:26][C:27]([O:35][CH3:36])=[C:28]([O:33][CH3:34])[CH:29]=4)[O:24][CH:23]=3)[CH2:14][CH2:13]2)[CH:9]=[CH:10][CH:11]=1.